The task is: Predict the reactants needed to synthesize the given product.. This data is from Full USPTO retrosynthesis dataset with 1.9M reactions from patents (1976-2016). (1) Given the product [ClH:1].[ClH:1].[CH3:22][N:23]([CH3:37])[C:24]1([C:31]2[CH:32]=[CH:33][CH:34]=[CH:35][CH:36]=2)[CH2:25][CH2:26][CH:27]([NH:2][CH:3]([CH2:4][C:5]2[C:13]3[C:8](=[CH:9][CH:10]=[CH:11][CH:12]=3)[NH:7][CH:6]=2)[C:14]([NH2:16])=[O:15])[CH2:28][CH2:29]1, predict the reactants needed to synthesize it. The reactants are: [ClH:1].[NH2:2][CH:3]([C:14]([NH2:16])=[O:15])[CH2:4][C:5]1[C:13]2[C:8](=[CH:9][CH:10]=[CH:11][CH:12]=2)[NH:7][CH:6]=1.C([O-])(O)=O.[Na+].[CH3:22][N:23]([CH3:37])[C:24]1([C:31]2[CH:36]=[CH:35][CH:34]=[CH:33][CH:32]=2)[CH2:29][CH2:28][C:27](=O)[CH2:26][CH2:25]1.C(O)(=O)C.[O-]S([O-])(=O)=O.[Na+].[Na+].[BH-](OC(C)=O)(OC(C)=O)OC(C)=O.[Na+]. (2) Given the product [S:1]1[C:5]2[CH:6]=[CH:7][CH:8]=[CH:9][C:4]=2[C:3]([C:10]2[N:11]=[C:12]([NH:15][S:25]([C:18]3[C:19]([CH3:24])=[CH:20][C:21]([Cl:23])=[CH:22][C:17]=3[Cl:16])(=[O:27])=[O:26])[S:13][CH:14]=2)=[CH:2]1, predict the reactants needed to synthesize it. The reactants are: [S:1]1[C:5]2[CH:6]=[CH:7][CH:8]=[CH:9][C:4]=2[C:3]([C:10]2[N:11]=[C:12]([NH2:15])[S:13][CH:14]=2)=[CH:2]1.[Cl:16][C:17]1[CH:22]=[C:21]([Cl:23])[CH:20]=[C:19]([CH3:24])[C:18]=1[S:25](Cl)(=[O:27])=[O:26]. (3) Given the product [Cl:1][C:2]1[N:7]=[C:6]([NH:10][C:11]2[C:16]([CH3:17])=[CH:15][C:14](/[CH:18]=[CH:19]/[C:20]#[N:21])=[CH:13][C:12]=2[CH3:22])[CH:5]=[CH:4][N:3]=1, predict the reactants needed to synthesize it. The reactants are: [Cl:1][C:2]1[N:7]=[C:6](Cl)[CH:5]=[CH:4][N:3]=1.Cl.[NH2:10][C:11]1[C:16]([CH3:17])=[CH:15][C:14](/[CH:18]=[CH:19]/[C:20]#[N:21])=[CH:13][C:12]=1[CH3:22].C(N(CC)C(C)C)(C)C.C(OCC)(=O)C. (4) Given the product [OH:36][C@H:32]([C@@H:31]([OH:40])[C:37]([OH:39])=[O:38])[C:33]([OH:35])=[O:34].[OH:29][C:23]1[CH:22]=[CH:21][C:20]([C@@H:19]([OH:30])[CH2:18][NH:17][C@H:7]([CH3:6])[CH2:8][C:9]2[CH:10]=[CH:11][C:12]([O:15][CH3:16])=[CH:13][CH:14]=2)=[CH:25][C:24]=1[NH:26][CH:27]=[O:28], predict the reactants needed to synthesize it. The reactants are: C(O)(C)C.O.[CH3:6][C@@H:7]([NH:17][CH2:18][C@H:19]([OH:30])[C:20]1[CH:21]=[CH:22][C:23]([OH:29])=[C:24]([NH:26][CH:27]=[O:28])[CH:25]=1)[CH2:8][C:9]1[CH:10]=[CH:11][C:12]([O:15][CH3:16])=[CH:13][CH:14]=1.[CH:31]([OH:40])([C:37]([OH:39])=[O:38])[CH:32]([OH:36])[C:33]([OH:35])=[O:34].C(OC(=O)C)(=O)C. (5) Given the product [CH3:16][C:14]1[N:13]=[N:12][CH:11]=[C:10]([C:8]2[S:9][C:5]([C:3]([O:2][CH3:1])=[O:4])=[CH:6][CH:7]=2)[CH:15]=1, predict the reactants needed to synthesize it. The reactants are: [CH3:1][O:2][C:3]([C:5]1[S:9][C:8]([C:10]2[CH:15]=[C:14]([CH3:16])[N+:13]([O-])=[N:12][CH:11]=2)=[CH:7][CH:6]=1)=[O:4].N#N.CO.C(Cl)Cl. (6) Given the product [CH2:16]([C@@:8]1([C:9]([O:11][C:12]([CH3:13])([CH3:14])[CH3:15])=[O:10])[CH2:21][C@H:20]([C:22]2[CH:27]=[N:26][CH:25]=[CH:24][N:23]=2)[C@H:6]([C:2]2[S:1][CH:5]=[CH:4][N:3]=2)[NH:7]1)[CH:17]([CH3:19])[CH3:18], predict the reactants needed to synthesize it. The reactants are: [S:1]1[CH:5]=[CH:4][N:3]=[C:2]1[CH:6]=[N:7][CH:8]([CH2:16][CH:17]([CH3:19])[CH3:18])[C:9]([O:11][C:12]([CH3:15])([CH3:14])[CH3:13])=[O:10].[CH:20]([C:22]1[CH:27]=[N:26][CH:25]=[CH:24][N:23]=1)=[CH2:21].[Br-].[Li+].C(N(CC)CC)C.[Cl-].[NH4+]. (7) Given the product [NH2:1][C:2]1[N:7]=[CH:6][C:5]([C:8]2[CH:13]=[CH:12][C:11]([OH:14])=[CH:10][CH:9]=2)=[C:4]([CH2:15][CH3:16])[C:3]=1[C:21]1[CH:22]=[CH:23][C:24]([O:26][CH3:27])=[CH:25][C:20]=1[F:19], predict the reactants needed to synthesize it. The reactants are: [NH2:1][C:2]1[N:7]=[CH:6][C:5]([C:8]2[CH:13]=[CH:12][C:11]([OH:14])=[CH:10][CH:9]=2)=[C:4]([CH2:15][CH3:16])[C:3]=1Br.O.[F:19][C:20]1[CH:25]=[C:24]([O:26][CH3:27])[CH:23]=[CH:22][C:21]=1B(O)O.C([O-])([O-])=O.[Na+].[Na+]. (8) Given the product [Cl:1][C:2]1[CH:8]=[CH:7][C:5]([NH:6][C:14](=[O:15])[C:13]2[CH:17]=[CH:18][C:10]([OH:9])=[CH:11][C:12]=2[N+:19]([O-:21])=[O:20])=[CH:4][CH:3]=1, predict the reactants needed to synthesize it. The reactants are: [Cl:1][C:2]1[CH:8]=[CH:7][C:5]([NH2:6])=[CH:4][CH:3]=1.[OH:9][C:10]1[CH:18]=[CH:17][C:13]([C:14](Cl)=[O:15])=[C:12]([N+:19]([O-:21])=[O:20])[CH:11]=1.C(N(CC)CC)C.